This data is from Full USPTO retrosynthesis dataset with 1.9M reactions from patents (1976-2016). The task is: Predict the reactants needed to synthesize the given product. (1) Given the product [NH2:31][C:30]1[C:29]2[C:24](=[N:25][C:26]([C:32]3[S:33][CH:34]=[CH:35][CH:36]=3)=[CH:27][CH:28]=2)[S:23][C:2]=1[C:3]([N:5]([CH2:16][CH2:17][C:18]([O:20][CH2:21][CH3:22])=[O:19])[C:6]1[CH:11]=[CH:10][CH:9]=[C:8]([C:12]([F:15])([F:14])[F:13])[CH:7]=1)=[O:4], predict the reactants needed to synthesize it. The reactants are: Cl[CH2:2][C:3]([N:5]([CH2:16][CH2:17][C:18]([O:20][CH2:21][CH3:22])=[O:19])[C:6]1[CH:11]=[CH:10][CH:9]=[C:8]([C:12]([F:15])([F:14])[F:13])[CH:7]=1)=[O:4].[SH:23][C:24]1[C:29]([C:30]#[N:31])=[CH:28][CH:27]=[C:26]([C:32]2[S:33][CH:34]=[CH:35][CH:36]=2)[N:25]=1.C([O-])([O-])=O.[K+].[K+].CN(C=O)C. (2) Given the product [ClH:1].[CH3:24][N:21]1[CH2:22][CH2:23][N:18]([CH2:17][C:14]2[CH:15]=[CH:16][C:11]([C:9]3[NH:8][C:4]4=[N:5][CH:6]=[CH:7][C:2]([C:28]5[CH:29]=[CH:30][N:25]=[CH:26][CH:27]=5)=[C:3]4[N:10]=3)=[CH:12][CH:13]=2)[CH2:19][CH2:20]1, predict the reactants needed to synthesize it. The reactants are: [Cl:1][C:2]1[CH:7]=[CH:6][N:5]=[C:4]2[NH:8][C:9]([C:11]3[CH:16]=[CH:15][C:14]([CH2:17][N:18]4[CH2:23][CH2:22][N:21]([CH3:24])[CH2:20][CH2:19]4)=[CH:13][CH:12]=3)=[N:10][C:3]=12.[N:25]1[CH:30]=[CH:29][C:28](B(O)O)=[CH:27][CH:26]=1.C(=O)([O-])[O-].[Na+].[Na+].